From a dataset of Catalyst prediction with 721,799 reactions and 888 catalyst types from USPTO. Predict which catalyst facilitates the given reaction. (1) Reactant: [CH3:1][N:2]([C:9]1[CH:14]=[CH:13][C:12]([C:15]([OH:24])([C:20]([F:23])([F:22])[F:21])[C:16]([F:19])([F:18])[F:17])=[CH:11][CH:10]=1)[CH2:3][C:4](=[O:8])[CH2:5][CH2:6][CH3:7].[BH4-].[Na+]. Product: [CH3:1][N:2]([C:9]1[CH:14]=[CH:13][C:12]([C:15]([OH:24])([C:20]([F:22])([F:23])[F:21])[C:16]([F:17])([F:18])[F:19])=[CH:11][CH:10]=1)[CH2:3][CH:4]([OH:8])[CH2:5][CH2:6][CH3:7]. The catalyst class is: 5. (2) Reactant: [CH2:1]([N:5]1[CH2:10][CH2:9][N:8]([CH2:11][C:12](O)=O)[C:7](=[O:15])[C:6]1=[O:16])[CH2:2][CH2:3][CH3:4].[C:17]([O:21][C:22]([NH:24][C@@:25]([CH2:31][C:32]1[CH:37]=[CH:36][CH:35]=[CH:34][CH:33]=1)([CH3:30])[C:26]([NH:28][NH2:29])=[O:27])=[O:23])([CH3:20])([CH3:19])[CH3:18].Cl.CN(C)CCCN=C=NCC.[OH:50]N1C2N=CC=CC=2N=N1.C(N(C(C)C)CC)(C)C. Product: [C:17]([O:21][C:22]([NH:24][C@:25]([CH3:30])([CH2:31][C:32]1[CH:33]=[CH:34][CH:35]=[CH:36][CH:37]=1)[C:26]([NH:28][NH:29][CH2:12][C:11]([N:8]1[CH2:9][CH2:10][N:5]([CH2:1][CH2:2][CH2:3][CH3:4])[C:6](=[O:16])[C:7]1=[O:15])=[O:50])=[O:27])=[O:23])([CH3:18])([CH3:19])[CH3:20]. The catalyst class is: 31. (3) Reactant: [Cl:1][C:2]1[C:7]([N+:8]([O-])=O)=[C:6](/[CH:11]=[C:12](\[O-])/[C:13]([O:15][CH2:16][CH3:17])=[O:14])[CH:5]=[CH:4][N:3]=1.[K+]. Product: [Cl:1][C:2]1[N:3]=[CH:4][CH:5]=[C:6]2[CH:11]=[C:12]([C:13]([O:15][CH2:16][CH3:17])=[O:14])[NH:8][C:7]=12. The catalyst class is: 180. (4) Reactant: [Cl:1][C:2]1[CH:7]=[CH:6][C:5]([C:8]2[CH:9]=[N:10][CH:11]=[C:12]3[C:17]=2[N:16]=[C:15]([C:18]([OH:20])=O)[CH:14]=[CH:13]3)=[CH:4][CH:3]=1.C(N(CC)C(C)C)(C)C.F[P-](F)(F)(F)(F)F.N1(OC(N(C)C)=[N+](C)C)C2N=CC=CC=2N=N1.[CH3:54][N:55]1[CH2:60][CH2:59][NH:58][CH2:57][CH2:56]1. Product: [Cl:1][C:2]1[CH:3]=[CH:4][C:5]([C:8]2[CH:9]=[N:10][CH:11]=[C:12]3[C:17]=2[N:16]=[C:15]([C:18]([N:58]2[CH2:59][CH2:60][N:55]([CH3:54])[CH2:56][CH2:57]2)=[O:20])[CH:14]=[CH:13]3)=[CH:6][CH:7]=1. The catalyst class is: 9.